Task: Predict the reactants needed to synthesize the given product.. Dataset: Full USPTO retrosynthesis dataset with 1.9M reactions from patents (1976-2016) (1) Given the product [C:1]([NH:5][S:6]([C:9]1[C:10]([C:15]2[CH:20]=[CH:19][C:18]([C:32]3[N:33]=[CH:34][C:35]4[CH:40]=[CH:39][NH:38][C:36]=4[N:37]=3)=[C:17]([F:30])[CH:16]=2)=[CH:11][CH:12]=[CH:13][CH:14]=1)(=[O:8])=[O:7])([CH3:4])([CH3:2])[CH3:3], predict the reactants needed to synthesize it. The reactants are: [C:1]([NH:5][S:6]([C:9]1[C:10]([C:15]2[CH:20]=[CH:19][C:18](B3OC(C)(C)C(C)(C)O3)=[C:17]([F:30])[CH:16]=2)=[CH:11][CH:12]=[CH:13][CH:14]=1)(=[O:8])=[O:7])([CH3:4])([CH3:3])[CH3:2].Br[C:32]1[N:33]=[CH:34][C:35]2[CH:40]=[CH:39][NH:38][C:36]=2[N:37]=1. (2) The reactants are: [CH2:1]([O:5][S:6]([CH2:9][CH3:10])(=[O:8])=[O:7])[CH2:2][CH2:3][CH3:4].C([Li])CCC.[Cl:16][C:17]1[S:21][C:20]([CH:22]=O)=[CH:19][CH:18]=1. Given the product [CH2:1]([O:5][S:6](/[C:9](/[CH3:10])=[CH:22]/[C:20]1[S:21][C:17]([Cl:16])=[CH:18][CH:19]=1)(=[O:8])=[O:7])[CH2:2][CH2:3][CH3:4], predict the reactants needed to synthesize it. (3) Given the product [ClH:22].[OH:20][C:13]1[CH:12]=[CH:11][C:10]2[CH2:9][NH:8][CH2:17][CH2:16][C:15]=2[C:14]=1[CH:18]=[O:19], predict the reactants needed to synthesize it. The reactants are: C(OC([N:8]1[CH2:17][CH2:16][C:15]2[C:10](=[CH:11][CH:12]=[C:13]([O:20]C)[C:14]=2[CH:18]=[O:19])[CH2:9]1)=O)(C)(C)C.[ClH:22]. (4) Given the product [Cl:1][C:2]1[C:11]([O:12][CH2:13][C:14]2[CH:19]=[CH:18][C:17]([O:20][CH3:21])=[CH:16][CH:15]=2)=[C:10]([O:22][CH2:23][C:24]2[CH:29]=[CH:28][C:27]([O:30][CH3:31])=[CH:26][CH:25]=2)[CH:9]=[C:8]2[C:3]=1[C:4](=[O:36])[C:5]([CH:34]=[O:35])=[N:6][N:7]2[CH2:32][CH3:33], predict the reactants needed to synthesize it. The reactants are: [Cl:1][C:2]1[C:11]([O:12][CH2:13][C:14]2[CH:19]=[CH:18][C:17]([O:20][CH3:21])=[CH:16][CH:15]=2)=[C:10]([O:22][CH2:23][C:24]2[CH:29]=[CH:28][C:27]([O:30][CH3:31])=[CH:26][CH:25]=2)[CH:9]=[C:8]2[C:3]=1[C:4](=[O:36])[C:5]([CH2:34][OH:35])=[N:6][N:7]2[CH2:32][CH3:33]. (5) Given the product [OH:3][NH:2][C:17](=[NH:18])[C:16]1[CH:15]=[CH:14][C:13]([N+:10]([O-:12])=[O:11])=[CH:20][CH:19]=1, predict the reactants needed to synthesize it. The reactants are: Cl.[NH2:2][OH:3].C([O-])([O-])=O.[K+].[K+].[N+:10]([C:13]1[CH:20]=[CH:19][C:16]([C:17]#[N:18])=[CH:15][CH:14]=1)([O-:12])=[O:11].